This data is from Peptide-MHC class II binding affinity with 134,281 pairs from IEDB. The task is: Regression. Given a peptide amino acid sequence and an MHC pseudo amino acid sequence, predict their binding affinity value. This is MHC class II binding data. (1) The peptide sequence is IRALVGDEVELPCRI. The MHC is DRB1_1501 with pseudo-sequence DRB1_1501. The binding affinity (normalized) is 0.227. (2) The peptide sequence is GEMQIVDKIDAAFKI. The MHC is DRB1_0404 with pseudo-sequence DRB1_0404. The binding affinity (normalized) is 0.535. (3) The peptide sequence is SEGFIHEFGHAVDDYAGYLL. The MHC is DRB1_1101 with pseudo-sequence DRB1_1101. The binding affinity (normalized) is 0.377. (4) The peptide sequence is GLNITGVTCGPGHGI. The MHC is HLA-DQA10501-DQB10301 with pseudo-sequence HLA-DQA10501-DQB10301. The binding affinity (normalized) is 0.475. (5) The peptide sequence is GWYRPPFSRVVHLYR. The MHC is DRB1_1302 with pseudo-sequence DRB1_1302. The binding affinity (normalized) is 0.350. (6) The peptide sequence is YVDEHLMCEIEGHHL. The MHC is HLA-DPA10201-DPB11401 with pseudo-sequence HLA-DPA10201-DPB11401. The binding affinity (normalized) is 0. (7) The peptide sequence is AEVELRQHGSEEWEP. The binding affinity (normalized) is 0.211. The MHC is HLA-DQA10501-DQB10201 with pseudo-sequence HLA-DQA10501-DQB10201. (8) The peptide sequence is AAATAGTTVYGAFAF. The MHC is HLA-DPA10103-DPB10601 with pseudo-sequence HLA-DPA10103-DPB10601. The binding affinity (normalized) is 0.184. (9) The peptide sequence is AGALEVHAVKPVTEE. The MHC is DRB1_1501 with pseudo-sequence DRB1_1501. The binding affinity (normalized) is 0.115.